From a dataset of Forward reaction prediction with 1.9M reactions from USPTO patents (1976-2016). Predict the product of the given reaction. (1) Given the reactants [C:1]1([C:9]([CH:11]([C:13]2[CH:20]=[CH:19][C:16]([O:17][CH3:18])=[CH:15][CH:14]=2)O)=[O:10])[CH:8]=[CH:7][C:4]([O:5][CH3:6])=[CH:3][CH:2]=1.[C:21](=O)([O:23]C)[NH2:22].N1C=CC=CC=1, predict the reaction product. The product is: [CH3:18][O:17][C:16]1[CH:19]=[CH:20][C:13]([C:11]2[NH:22][C:21](=[O:23])[O:10][C:9]=2[C:1]2[CH:8]=[CH:7][C:4]([O:5][CH3:6])=[CH:3][CH:2]=2)=[CH:14][CH:15]=1. (2) Given the reactants [OH:1][CH:2]1[CH2:7][CH2:6][CH2:5][N:4]([CH3:8])[CH2:3]1.C(N(CC)CC)C.[CH3:16][S:17](Cl)(=[O:19])=[O:18].O, predict the reaction product. The product is: [CH3:8][N:4]1[CH2:5][CH2:6][CH2:7][CH:2]([O:1][S:17]([CH3:16])(=[O:19])=[O:18])[CH2:3]1. (3) Given the reactants P(C(C)(C)C)(C(C)(C)C)C(C)(C)C.Br[C:15]1[CH:20]=[CH:19][C:18]([CH:21]([C:23]2[C:32]3[C:27](=[CH:28][C:29]([O:33][CH3:34])=[CH:30][CH:31]=3)[N:26]=[CH:25][CH:24]=2)[OH:22])=[CH:17][CH:16]=1.[Li+].C[Si]([N-:40][Si](C)(C)C)(C)C, predict the reaction product. The product is: [NH2:40][C:15]1[CH:20]=[CH:19][C:18]([CH:21]([C:23]2[C:32]3[C:27](=[CH:28][C:29]([O:33][CH3:34])=[CH:30][CH:31]=3)[N:26]=[CH:25][CH:24]=2)[OH:22])=[CH:17][CH:16]=1.